From a dataset of Catalyst prediction with 721,799 reactions and 888 catalyst types from USPTO. Predict which catalyst facilitates the given reaction. (1) Reactant: [CH3:1][O:2][C:3](=[O:21])[CH2:4][C:5]1[CH:10]=[CH:9][CH:8]=[C:7]([O:11][C:12]2[CH:17]=[CH:16][C:15]([Br:18])=[CH:14][C:13]=2[CH:19]=O)[CH:6]=1.[CH2:22]([NH2:29])[C:23]1[CH:28]=[CH:27][CH:26]=[CH:25][CH:24]=1.C([BH3-])#N.[Na+]. Product: [CH3:1][O:2][C:3](=[O:21])[CH2:4][C:5]1[CH:10]=[CH:9][CH:8]=[C:7]([O:11][C:12]2[CH:17]=[CH:16][C:15]([Br:18])=[CH:14][C:13]=2[CH2:19][NH:29][CH2:22][C:23]2[CH:28]=[CH:27][CH:26]=[CH:25][CH:24]=2)[CH:6]=1. The catalyst class is: 322. (2) Reactant: [Cl:1][C:2]1[CH:3]=[C:4]([NH2:17])[CH:5]=[CH:6][C:7]=1[O:8][CH2:9][C:10]1[CH:15]=[CH:14][CH:13]=[C:12]([F:16])[CH:11]=1.Cl[C:19]1[C:28]2[C:23](=[CH:24][CH:25]=[C:26]([I:29])[CH:27]=2)[N:22]=[CH:21][N:20]=1. Product: [ClH:1].[Cl:1][C:2]1[CH:3]=[C:4]([NH:17][C:19]2[C:28]3[C:23](=[CH:24][CH:25]=[C:26]([I:29])[CH:27]=3)[N:22]=[CH:21][N:20]=2)[CH:5]=[CH:6][C:7]=1[O:8][CH2:9][C:10]1[CH:15]=[CH:14][CH:13]=[C:12]([F:16])[CH:11]=1. The catalyst class is: 32. (3) Reactant: [O:1]([C:8]1[CH:13]=[CH:12][C:11]([C:14]2([C:17]([OH:19])=O)[CH2:16][CH2:15]2)=[CH:10][CH:9]=1)[C:2]1[CH:7]=[CH:6][CH:5]=[CH:4][CH:3]=1.Cl.Cl.[NH:22]1[CH2:26][CH2:25][C:24]2([C:34]3[CH:33]=[CH:32][N:31]=[CH:30][C:29]=3[C:28](=[O:35])[O:27]2)[CH2:23]1.F[P-](F)(F)(F)(F)F.N1(O[P+](N(C)C)(N(C)C)N(C)C)C2C=CC=CC=2N=N1.C(N(CC)C(C)C)(C)C. Product: [O:1]([C:8]1[CH:9]=[CH:10][C:11]([C:14]2([C:17]([N:22]3[CH2:26][CH2:25][C:24]4([C:34]5[CH:33]=[CH:32][N:31]=[CH:30][C:29]=5[C:28](=[O:35])[O:27]4)[CH2:23]3)=[O:19])[CH2:15][CH2:16]2)=[CH:12][CH:13]=1)[C:2]1[CH:3]=[CH:4][CH:5]=[CH:6][CH:7]=1. The catalyst class is: 9. (4) Reactant: [F:1][C:2]1[CH:7]=[CH:6][C:5]([C:8]2[C:13](/[CH:14]=[CH:15]/[CH:16]([OH:22])[CH2:17][C:18]([O:20]C)=[O:19])=[C:12]([CH:23]([CH3:25])[CH3:24])[N:11]=[C:10]([N:26]([CH3:31])[S:27]([CH3:30])(=[O:29])=[O:28])[N:9]=2)=[CH:4][CH:3]=1.[OH-].[Na+].O.COC(C)(C)C. Product: [F:1][C:2]1[CH:7]=[CH:6][C:5]([C:8]2[C:13](/[CH:14]=[CH:15]/[CH:16]([OH:22])[CH2:17][C:18]([OH:20])=[O:19])=[C:12]([CH:23]([CH3:25])[CH3:24])[N:11]=[C:10]([N:26]([CH3:31])[S:27]([CH3:30])(=[O:29])=[O:28])[N:9]=2)=[CH:4][CH:3]=1. The catalyst class is: 5. (5) Reactant: [C:1]([OH:10])(=[O:9])/[CH:2]=[CH:3]\[CH:4]=[CH:5]/[C:6]([OH:8])=[O:7].[OH-].[Na+].C. Product: [C:1]([OH:10])(=[O:9])/[CH:2]=[CH:3]\[CH:4]=[CH:5]\[C:6]([OH:8])=[O:7]. The catalyst class is: 6. (6) Reactant: [CH:1]1([CH2:4][NH:5][C:6](=[O:12])[O:7][C:8]([CH3:11])([CH3:10])[CH3:9])[CH2:3][CH2:2]1.[H-].[Na+].I[CH3:16]. Product: [CH:1]1([CH2:4][N:5]([CH3:16])[C:6](=[O:12])[O:7][C:8]([CH3:9])([CH3:11])[CH3:10])[CH2:2][CH2:3]1. The catalyst class is: 3. (7) The catalyst class is: 1. Product: [Cl:1][C:2]1[CH:3]=[C:4]([C@H:9]([NH2:12])[CH2:10][CH3:11])[CH:5]=[CH:6][C:7]=1[Cl:8]. Reactant: [Cl:1][C:2]1[CH:3]=[C:4]([C@H:9]([N:12]2C(=O)C3C(=CC=CC=3)C2=O)[CH2:10][CH3:11])[CH:5]=[CH:6][C:7]=1[Cl:8].C1COCC1.CO.O.NN.